From a dataset of Full USPTO retrosynthesis dataset with 1.9M reactions from patents (1976-2016). Predict the reactants needed to synthesize the given product. (1) Given the product [CH3:1][N:2]1[CH:6]=[C:5]([NH:7][C:8]2[N:13]=[C:12]3[N:14]([CH2:18][C:19]4[CH:26]=[CH:25][CH:24]=[CH:23][C:20]=4[C:21]#[N:22])[N:15]=[CH:16][C:11]3=[CH:10][N:9]=2)[CH:4]=[N:3]1, predict the reactants needed to synthesize it. The reactants are: [CH3:1][N:2]1[CH:6]=[C:5]([NH:7][C:8]2[N:13]=[C:12]3[NH:14][N:15]=[CH:16][C:11]3=[CH:10][N:9]=2)[CH:4]=[N:3]1.Br[CH2:18][C:19]1[CH:26]=[CH:25][CH:24]=[CH:23][C:20]=1[C:21]#[N:22].C(=O)([O-])[O-].[K+].[K+]. (2) Given the product [C:1]([O:5][C:6](=[O:46])[NH:7][C@@H:8]([CH2:19][C:20]1[CH:25]=[CH:24][C:23]([O:26][CH2:27][CH2:28][C@H:29]([CH:31]2[CH2:36][CH2:35][N:34]([C:37]3[O:41][N:40]=[C:39]([CH:42]([CH3:43])[CH3:44])[N:38]=3)[CH2:33][CH2:32]2)[CH3:30])=[CH:22][C:21]=1[F:45])[C:9]([N:11]1[CH2:15][CH2:14][CH2:13][C@H:12]1[C:16]#[N:17])=[O:10])([CH3:3])([CH3:2])[CH3:4], predict the reactants needed to synthesize it. The reactants are: [C:1]([O:5][C:6](=[O:46])[NH:7][C@@H:8]([CH2:19][C:20]1[CH:25]=[CH:24][C:23]([O:26][CH2:27][CH2:28][C@H:29]([CH:31]2[CH2:36][CH2:35][N:34]([C:37]3[O:41][N:40]=[C:39]([CH:42]([CH3:44])[CH3:43])[N:38]=3)[CH2:33][CH2:32]2)[CH3:30])=[CH:22][C:21]=1[F:45])[C:9]([N:11]1[CH2:15][CH2:14][CH2:13][C@H:12]1[C:16](=O)[NH2:17])=[O:10])([CH3:4])([CH3:3])[CH3:2].N1C=CC=CC=1.FC(F)(F)C(OC(=O)C(F)(F)F)=O.